From a dataset of Reaction yield outcomes from USPTO patents with 853,638 reactions. Predict the reaction yield, written as a fraction of the theoretical maximum amount of product (1.0 means a 100% yield; for example, 0.34 means a 34% yield). (1) The reactants are [CH3:1][O:2][C:3]1[CH:4]=[C:5]2[C:10](=[CH:11][C:12]=1[O:13][CH3:14])[N:9]=[CH:8][CH:7]=[C:6]2[O:15][C:16]1[CH:22]=[CH:21][C:19]([NH2:20])=[C:18]([CH3:23])[C:17]=1[CH3:24].C1(C)C=CC=CC=1.C(N(CC)CC)C.ClC(Cl)(O[C:43](=[O:49])[O:44][C:45](Cl)(Cl)Cl)Cl.[Cl:51][C:52]1[CH:62]=[CH:61][CH:60]=[CH:59][C:53]=1[O:54][CH2:55][CH2:56]CO. The catalyst is C(Cl)Cl. The product is [CH3:1][O:2][C:3]1[CH:4]=[C:5]2[C:10](=[CH:11][C:12]=1[O:13][CH3:14])[N:9]=[CH:8][CH:7]=[C:6]2[O:15][C:16]1[CH:22]=[CH:21][C:19]([NH:20][C:43](=[O:49])[O:44][CH2:45][CH2:56][CH2:55][O:54][C:53]2[CH:59]=[CH:60][CH:61]=[CH:62][C:52]=2[Cl:51])=[C:18]([CH3:23])[C:17]=1[CH3:24]. The yield is 0.580. (2) The reactants are [OH:1][C:2]1[CH:3]=[C:4]([CH:9]=[C:10]([OH:12])[CH:11]=1)[C:5]([O:7][CH3:8])=[O:6].[C:13]1(B(O)O)[CH:18]=[CH:17][CH:16]=[CH:15][CH:14]=1.C(OCC)(=O)C.C(OCC)(=O)C.CCCCCC. The catalyst is ClCCl. The product is [OH:1][C:2]1[CH:3]=[C:4]([CH:9]=[C:10]([O:12][C:13]2[CH:18]=[CH:17][CH:16]=[CH:15][CH:14]=2)[CH:11]=1)[C:5]([O:7][CH3:8])=[O:6]. The yield is 0.0700. (3) The reactants are [Br:1][C:2]1[CH:7]=[C:6]([F:8])[CH:5]=[C:4]([Br:9])[C:3]=1[CH2:10][OH:11].N1C=CC=CC=1.[C:18](Cl)(=[O:20])[CH3:19]. The catalyst is C(Cl)Cl. The product is [C:18]([O:11][CH2:10][C:3]1[C:2]([Br:1])=[CH:7][C:6]([F:8])=[CH:5][C:4]=1[Br:9])(=[O:20])[CH3:19]. The yield is 0.870. (4) The reactants are [CH2:1]([N:4]([CH2:17][CH2:18][CH3:19])[S:5]([C:8]1[CH:16]=[CH:15][C:11]([C:12]([OH:14])=O)=[CH:10][CH:9]=1)(=[O:7])=[O:6])[CH2:2][CH3:3].S(Cl)(Cl)=O.[NH2:24][C:25]1[S:26][C:27]2[C:33]([C:34]3[CH:39]=[CH:38][CH:37]=[CH:36][CH:35]=3)=[CH:32][CH:31]=[C:30]([O:40][CH3:41])[C:28]=2[N:29]=1.C(N(CC)CC)C. The catalyst is C1(C)C=CC=CC=1.CN(C1C=CN=CC=1)C. The product is [CH2:17]([N:4]([CH2:1][CH2:2][CH3:3])[S:5]([C:8]1[CH:9]=[CH:10][C:11]([C:12]([NH:24][C:25]2[S:26][C:27]3[C:33]([C:34]4[CH:39]=[CH:38][CH:37]=[CH:36][CH:35]=4)=[CH:32][CH:31]=[C:30]([O:40][CH3:41])[C:28]=3[N:29]=2)=[O:14])=[CH:15][CH:16]=1)(=[O:6])=[O:7])[CH2:18][CH3:19]. The yield is 0.920. (5) The reactants are C(O[C:4]([N:6]=[C:7]=[S:8])=[O:5])C.[C:9]1([CH:15]([C:26]2[CH:31]=[CH:30][CH:29]=[CH:28][N:27]=2)[CH2:16][NH:17][C:18]2[N:19]=[CH:20][NH:21][C:22]=2C(N)=O)[CH:14]=[CH:13][CH:12]=[CH:11][CH:10]=1. The catalyst is ClCCl.CO. The product is [C:9]1([CH:15]([C:26]2[CH:31]=[CH:30][CH:29]=[CH:28][N:27]=2)[CH2:16][N:17]2[C:18]3[N:19]=[CH:20][NH:21][C:22]=3[C:4](=[O:5])[NH:6][C:7]2=[S:8])[CH:10]=[CH:11][CH:12]=[CH:13][CH:14]=1. The yield is 0.110. (6) The reactants are Br[C:2]1[C:3]([C:16]2[CH:21]=[CH:20][CH:19]=[CH:18][CH:17]=2)=[N:4][C:5]2[C:10]([N:11]=1)=[CH:9][C:8]([C:12]([O:14][CH3:15])=[O:13])=[CH:7][CH:6]=2.[C:22]([C:25]1[CH:26]=[C:27](B(O)O)[CH:28]=[CH:29][CH:30]=1)([OH:24])=[O:23]. No catalyst specified. The product is [C:22]([C:25]1[CH:30]=[C:29]([C:2]2[C:3]([C:16]3[CH:21]=[CH:20][CH:19]=[CH:18][CH:17]=3)=[N:4][C:5]3[C:10]([N:11]=2)=[CH:9][C:8]([C:12]([O:14][CH3:15])=[O:13])=[CH:7][CH:6]=3)[CH:28]=[CH:27][CH:26]=1)([OH:24])=[O:23]. The yield is 0.780. (7) The reactants are [CH3:1][C:2]([CH3:13])([CH2:6][C:7]1[CH:12]=[CH:11][CH:10]=[CH:9][CH:8]=1)[C:3](Cl)=[O:4].[NH2:14][C:15]1[C:20]([O:21][CH3:22])=[CH:19][C:18]([C:23]2[C:31]3[C:26](=[N:27][CH:28]=[N:29][C:30]=3[NH2:32])[N:25]([C@H:33]3[CH2:38][CH2:37][C@H:36]([N:39]4[CH2:44][CH2:43][N:42]([CH3:45])[CH2:41][CH2:40]4)[CH2:35][CH2:34]3)[N:24]=2)=[C:17]([F:46])[CH:16]=1. The catalyst is N1C=CC=CC=1. The product is [NH2:32][C:30]1[N:29]=[CH:28][N:27]=[C:26]2[N:25]([C@H:33]3[CH2:38][CH2:37][C@H:36]([N:39]4[CH2:44][CH2:43][N:42]([CH3:45])[CH2:41][CH2:40]4)[CH2:35][CH2:34]3)[N:24]=[C:23]([C:18]3[C:17]([F:46])=[CH:16][C:15]([NH:14][C:3](=[O:4])[C:2]([CH3:13])([CH3:1])[CH2:6][C:7]4[CH:12]=[CH:11][CH:10]=[CH:9][CH:8]=4)=[C:20]([O:21][CH3:22])[CH:19]=3)[C:31]=12. The yield is 0.190. (8) The reactants are C(OC([O:6][CH2:7][CH2:8][C:9]#[C:10][C:11]([O:13][CH2:14][C:15]1[CH:20]=[CH:19][CH:18]=[CH:17][CH:16]=1)=[O:12])C)C.Cl. The catalyst is CC(C)=O.O.C(OCC)(=O)C. The product is [OH:6][CH2:7][CH2:8][C:9]#[C:10][C:11]([O:13][CH2:14][C:15]1[CH:20]=[CH:19][CH:18]=[CH:17][CH:16]=1)=[O:12]. The yield is 1.00.